Dataset: hERG potassium channel inhibition data for cardiac toxicity prediction from Karim et al.. Task: Regression/Classification. Given a drug SMILES string, predict its toxicity properties. Task type varies by dataset: regression for continuous values (e.g., LD50, hERG inhibition percentage) or binary classification for toxic/non-toxic outcomes (e.g., AMES mutagenicity, cardiotoxicity, hepatotoxicity). Dataset: herg_karim. (1) The molecule is O=C(CCCCCCC(=O)Nc1cccnc1)NO. The result is 0 (non-blocker). (2) The drug is Cn1c(SCCCN2CC[C@]3(C[C@@H]3c3ccc(C(F)(F)F)cc3)C2)nnc1C1CCN(C(N)=O)CC1. The result is 1 (blocker). (3) The compound is CN(C)C(=O)Nc1ccc(S(=O)(=O)N[C@H]2CC[C@H]([C@H](N)C(=O)N3CCCC3)CC2)cc1. The result is 0 (non-blocker). (4) The compound is CCC1(CNCCC#N)CN(c2c(F)cc3c(=O)c(C(=O)O)cn(C4CC4)c3c2C)C1. The result is 0 (non-blocker). (5) The drug is CC(C)Oc1ccc(F)cc1-c1ccc(N2CCC(CNC(=O)c3ccc(-c4nc5cc(C#N)cc(C(C)C)c5o4)cc3)CC2)nc1. The result is 1 (blocker).